From a dataset of Forward reaction prediction with 1.9M reactions from USPTO patents (1976-2016). Predict the product of the given reaction. (1) Given the reactants C[O:2][C:3]1[CH:4]=[C:5]([S:9]([C:12]2[CH:13]=[CH:14][C:15]([C:28]([F:31])([F:30])[F:29])=[C:16]([S:18]([NH:21][CH:22]3[CH2:27][CH2:26][O:25][CH2:24][CH2:23]3)(=[O:20])=[O:19])[CH:17]=2)(=[O:11])=[O:10])[CH:6]=[CH:7][CH:8]=1.B(Br)(Br)Br, predict the reaction product. The product is: [OH:2][C:3]1[CH:4]=[C:5]([S:9]([C:12]2[CH:13]=[CH:14][C:15]([C:28]([F:30])([F:31])[F:29])=[C:16]([S:18]([NH:21][CH:22]3[CH2:27][CH2:26][O:25][CH2:24][CH2:23]3)(=[O:19])=[O:20])[CH:17]=2)(=[O:11])=[O:10])[CH:6]=[CH:7][CH:8]=1. (2) Given the reactants [CH3:1][C:2]1([CH3:31])[CH2:6][O:5][C:4](=[O:7])[CH:3]1[S:8][CH2:9][C:10]1[N:11]=[C:12]2[CH:17]=[CH:16][CH:15]=[CH:14][N:13]2[C:18]=1[C:19]#[C:20][C:21]1[CH:26]=[CH:25][CH:24]=[C:23]([C:27]([F:30])([F:29])[F:28])[CH:22]=1.[O:32]1CCCC1.[OH-].[Na+].C(O)(=O)C, predict the reaction product. The product is: [OH:5][CH2:6][C:2]([CH3:31])([CH3:1])[CH:3]([S:8][CH2:9][C:10]1[N:11]=[C:12]2[CH:17]=[CH:16][CH:15]=[CH:14][N:13]2[C:18]=1[C:19]#[C:20][C:21]1[CH:26]=[CH:25][CH:24]=[C:23]([C:27]([F:28])([F:29])[F:30])[CH:22]=1)[C:4]([OH:7])=[O:32]. (3) Given the reactants [CH2:1]([O:5][CH2:6][CH2:7][O:8][C:9]1[CH:14]=[CH:13][C:12]([C:15]2[CH:16]=[CH:17][C:18]3[N:26]([CH2:27][CH2:28][CH3:29])[CH2:25][CH2:24][CH2:23][CH2:22][C:21]([C:30](O)=[O:31])=[CH:20][C:19]=3[CH:33]=2)=[CH:11][CH:10]=1)[CH2:2][CH2:3][CH3:4].CN(C=O)C.S(Cl)(Cl)=O.[CH2:43]([N:46]1[C:50]([CH2:51][S:52]([C:54]2[CH:60]=[CH:59][C:57]([NH2:58])=[CH:56][CH:55]=2)=[O:53])=[CH:49][N:48]=[CH:47]1)[CH2:44][CH3:45], predict the reaction product. The product is: [CH2:1]([O:5][CH2:6][CH2:7][O:8][C:9]1[CH:10]=[CH:11][C:12]([C:15]2[CH:16]=[CH:17][C:18]3[N:26]([CH2:27][CH2:28][CH3:29])[CH2:25][CH2:24][CH2:23][CH2:22][C:21]([C:30]([NH:58][C:57]4[CH:56]=[CH:55][C:54]([S:52]([CH2:51][C:50]5[N:46]([CH2:43][CH2:44][CH3:45])[CH:47]=[N:48][CH:49]=5)=[O:53])=[CH:60][CH:59]=4)=[O:31])=[CH:20][C:19]=3[CH:33]=2)=[CH:13][CH:14]=1)[CH2:2][CH2:3][CH3:4].